The task is: Binary Classification. Given a drug SMILES string, predict its activity (active/inactive) in a high-throughput screening assay against a specified biological target.. This data is from HIV replication inhibition screening data with 41,000+ compounds from the AIDS Antiviral Screen. (1) The molecule is CCCC[Sn]1(CCCC)OCC(COc2c(Cl)cc(Cl)cc2Cl)O1. The result is 0 (inactive). (2) The compound is CSc1cc(Br)ccc1-n1c(C(=O)c2ccccc2)c(SC)n(-c2ccccc2)c1=O. The result is 0 (inactive). (3) The drug is O=[N+]([O-])c1ccc2c(c1)C1=C(CO2)Cc2ccccc2O1. The result is 0 (inactive). (4) The molecule is COc1ccc(CC2NCC(O)C2OC(C)=O)cc1. The result is 0 (inactive). (5) The drug is CC(C)(C)OC=C1C(=O)OC2CC(O[Si](C)(C)C(C)(C)C)CC12. The result is 0 (inactive).